This data is from Full USPTO retrosynthesis dataset with 1.9M reactions from patents (1976-2016). The task is: Predict the reactants needed to synthesize the given product. (1) Given the product [Br:1][C:2]1[CH:3]=[C:4]([C:15]2[O:17][C:21](=[O:22])[C:20]3[CH:24]=[C:25]([Br:29])[CH:26]=[C:27]([Br:28])[C:19]=3[N:18]=2)[N:5]([C:8]2[C:13]([Cl:14])=[CH:12][CH:11]=[CH:10][N:9]=2)[C:6]=1[Cl:7], predict the reactants needed to synthesize it. The reactants are: [Br:1][C:2]1[CH:3]=[C:4]([C:15]([OH:17])=O)[N:5]([C:8]2[C:13]([Cl:14])=[CH:12][CH:11]=[CH:10][N:9]=2)[C:6]=1[Cl:7].[NH2:18][C:19]1[C:27]([Br:28])=[CH:26][C:25]([Br:29])=[CH:24][C:20]=1[C:21](O)=[O:22].BrC1C=C(C(O)=O)N(C2C(Cl)=CC=CN=2)C=1.NC1C(C)=CC(Cl)=CC=1C(O)=O. (2) Given the product [OH:29][NH:28][C:24]([C:22]1[CH:21]=[CH:20][C:11]2[CH2:12][N:13]([C:14](=[O:19])[C:15]([CH3:18])([CH3:17])[CH3:16])[C@@H:7]([C:1]3[CH:6]=[CH:5][CH:4]=[CH:3][CH:2]=3)[CH2:8][O:9][C:10]=2[CH:23]=1)=[O:25], predict the reactants needed to synthesize it. The reactants are: [C:1]1([C@@H:7]2[N:13]([C:14](=[O:19])[C:15]([CH3:18])([CH3:17])[CH3:16])[CH2:12][C:11]3[CH:20]=[CH:21][C:22]([C:24](OC)=[O:25])=[CH:23][C:10]=3[O:9][CH2:8]2)[CH:6]=[CH:5][CH:4]=[CH:3][CH:2]=1.[NH2:28][OH:29].[OH-].[Na+]. (3) Given the product [CH3:9][C:5]1[CH:4]=[C:3]([NH:11][C:12]2[CH:13]=[CH:14][C:15]([C:18]3[CH:23]=[CH:22][CH:21]=[CH:20][CH:19]=3)=[CH:16][CH:17]=2)[C:2]([NH:11][C:12]2[CH:13]=[CH:14][C:15]([C:18]3[CH:23]=[CH:22][CH:21]=[CH:20][CH:19]=3)=[CH:16][CH:17]=2)=[CH:7][C:6]=1[CH3:8], predict the reactants needed to synthesize it. The reactants are: Br[C:2]1[CH:7]=[C:6]([CH3:8])[C:5]([CH3:9])=[CH:4][C:3]=1Br.[NH2:11][C:12]1[CH:17]=[CH:16][C:15]([C:18]2[CH:23]=[CH:22][CH:21]=[CH:20][CH:19]=2)=[CH:14][CH:13]=1. (4) Given the product [N+:1]([O-:3])([O:4][CH2:5][CH2:6][CH2:7][CH2:8][NH:9][C:10](=[O:20])[CH2:11][NH2:12])=[O:2], predict the reactants needed to synthesize it. The reactants are: [N+:1]([O:4][CH2:5][CH2:6][CH2:7][CH2:8][NH:9][C:10](=[O:20])[CH2:11][NH:12]C(=O)OC(C)(C)C)([O-:3])=[O:2].